This data is from Reaction yield outcomes from USPTO patents with 853,638 reactions. The task is: Predict the reaction yield, written as a fraction of the theoretical maximum amount of product (1.0 means a 100% yield; for example, 0.34 means a 34% yield). (1) The catalyst is N1CCCCC1.C(O)C. The yield is 0.170. The reactants are [N:1]1[CH:6]=[CH:5][C:4]([C:7]2[CH:15]=[CH:14][CH:13]=[C:12]3[C:8]=2[CH2:9][C:10](=[O:16])[NH:11]3)=[CH:3][CH:2]=1.[O:17]=[C:18]1[C:23]2=[CH:24][NH:25][C:26]([CH:27]=O)=[C:22]2[CH2:21][CH2:20][O:19]1. The product is [O:16]=[C:10]1[C:9](=[CH:27][C:26]2[NH:25][CH:24]=[C:23]3[C:18](=[O:17])[O:19][CH2:20][CH2:21][C:22]=23)[C:8]2[C:12](=[CH:13][CH:14]=[CH:15][C:7]=2[C:4]2[CH:5]=[CH:6][N:1]=[CH:2][CH:3]=2)[NH:11]1. (2) The reactants are [C:1]1([S:7]([N:10]2[C:14]3=[N:15][CH:16]=[N:17][C:18](Cl)=[C:13]3[C:12]([Br:20])=[N:11]2)(=[O:9])=[O:8])[CH:6]=[CH:5][CH:4]=[CH:3][CH:2]=1.[C:21]([N:28]1[CH2:33][CH2:32][NH:31][CH2:30][CH2:29]1)([O:23][C:24]([CH3:27])([CH3:26])[CH3:25])=[O:22].CCN(C(C)C)C(C)C. The catalyst is CC(O)C. The product is [C:24]([O:23][C:21]([N:28]1[CH2:33][CH2:32][N:31]([C:18]2[N:17]=[CH:16][N:15]=[C:14]3[N:10]([S:7]([C:1]4[CH:6]=[CH:5][CH:4]=[CH:3][CH:2]=4)(=[O:9])=[O:8])[N:11]=[C:12]([Br:20])[C:13]=23)[CH2:30][CH2:29]1)=[O:22])([CH3:27])([CH3:25])[CH3:26]. The yield is 0.670. (3) The reactants are [O:1]=[C:2]1[C:7]([CH2:8][CH2:9][C:10]([OH:12])=[O:11])=[CH:6][CH2:5][CH2:4][NH:3]1.[CH2:13](ON)[C:14]1[CH:19]=CC=C[CH:15]=1.Cl.C([N:26]([CH:28]([CH3:30])[CH3:29])C)(C)C.[CH2:31](Cl)CCl. The catalyst is CN(C=O)C.CN(C1C=CN=CC=1)C.C(OCC)(=O)C. The product is [CH3:31][O:11][C:10](=[O:12])[CH2:9][CH2:8][C:7]1[C:2](=[O:1])[N:3]([CH2:19][C:14]2[CH:15]=[CH:29][C:28]([NH2:26])=[CH:30][CH:13]=2)[CH2:4][CH2:5][CH:6]=1. The yield is 0.550. (4) The product is [Cl:1][C:2]1[CH:11]=[C:10]([Cl:12])[C:9]2[C:4](=[CH:5][CH:6]=[CH:7][CH:8]=2)[C:3]=1[O:13][C:15]1[CH:20]=[CH:19][CH:18]=[CH:17][C:16]=1[N+:21]([O-:23])=[O:22].[Cl:24][C:25]1[CH:34]=[C:33]([Cl:35])[C:32]2[C:27](=[CH:28][CH:29]=[CH:30][CH:31]=2)[C:26]=1[O:36][C:37]1[CH:43]=[CH:42][CH:41]=[CH:40][C:38]=1[NH:39][C:3]([NH:44][C:45]1[S:46][CH:47]=[CH:48][N:49]=1)=[O:13]. The reactants are [Cl:1][C:2]1[CH:11]=[C:10]([Cl:12])[C:9]2[C:4](=[CH:5][CH:6]=[CH:7][CH:8]=2)[C:3]=1[OH:13].F[C:15]1[CH:20]=[CH:19][CH:18]=[CH:17][C:16]=1[N+:21]([O-:23])=[O:22].[Cl:24][C:25]1[CH:34]=[C:33]([Cl:35])[C:32]2[C:27](=[CH:28][CH:29]=[CH:30][CH:31]=2)[C:26]=1[O:36][C:37]1[CH:43]=[CH:42][CH:41]=[CH:40][C:38]=1[NH2:39].[NH2:44][C:45]1[S:46][CH:47]=[CH:48][N:49]=1. The yield is 0.600. No catalyst specified. (5) The reactants are C([C:5]1[C:6](CCCC)=[C:7]([O:25][C:26]2[CH:31]=[CH:30][N:29]=[C:28](Cl)[N:27]=2)[C:8](CCCC)=[C:9]2[C:13]=1[N:12]([C:14]([O-:16])=[O:15])[N:11]=[C:10]2CCCC)CCC.[CH:37]([NH:40][C:41](=[O:59])[CH2:42][O:43][C:44]1[CH:49]=[CH:48][CH:47]=[C:46](B2OC(C)(C)C(C)(C)O2)[CH:45]=1)([CH3:39])[CH3:38].P([C:61]([CH3:64])([CH3:63])[CH3:62])([C:61]([CH3:64])([CH3:63])[CH3:62])[C:61]([CH3:64])([CH3:63])[CH3:62].CC(OC(OC(OC(C)(C)C)=O)=O)(C)C. The catalyst is O1CCOCC1.O.C1C=CC(/C=C/C(/C=C/C2C=CC=CC=2)=O)=CC=1.C1C=CC(/C=C/C(/C=C/C2C=CC=CC=2)=O)=CC=1.C1C=CC(/C=C/C(/C=C/C2C=CC=CC=2)=O)=CC=1.[Pd].[Pd]. The product is [CH:37]([NH:40][C:41](=[O:59])[CH2:42][O:43][C:44]1[CH:49]=[C:48]([C:28]2[N:27]=[C:26]([O:25][C:7]3[CH:8]=[C:9]4[C:13](=[CH:5][CH:6]=3)[N:12]([C:14]([O:16][C:61]([CH3:64])([CH3:63])[CH3:62])=[O:15])[N:11]=[CH:10]4)[CH:31]=[CH:30][N:29]=2)[CH:47]=[CH:46][CH:45]=1)([CH3:39])[CH3:38]. The yield is 0.380. (6) The reactants are [F:1][C:2]1[CH:7]=[CH:6][C:5]([C@@H:8]2[CH2:13][C@H:12]([O:14]S(C)(=O)=O)[CH2:11][CH2:10][N:9]2[C:19]([O:21][C:22]([CH3:25])([CH3:24])[CH3:23])=[O:20])=[CH:4][CH:3]=1.[C:26]([O-])(=[O:28])[CH3:27].[Na+]. The catalyst is CS(C)=O.C(OCC)(=O)C. The product is [C:26]([O:14][C@@H:12]1[CH2:11][CH2:10][N:9]([C:19]([O:21][C:22]([CH3:25])([CH3:24])[CH3:23])=[O:20])[C@@H:8]([C:5]2[CH:6]=[CH:7][C:2]([F:1])=[CH:3][CH:4]=2)[CH2:13]1)(=[O:28])[CH3:27]. The yield is 0.490. (7) The reactants are [NH2:1][C:2]1[CH:12]=[C:11]([CH2:13][N:14]2[CH2:19][CH2:18][NH:17][CH2:16][CH2:15]2)[C:10]([Cl:20])=[CH:9][C:3]=1[C:4]([O:6][CH2:7][CH3:8])=[O:5].C(N(CC)CC)C.[CH3:28][C:29]([O:32][C:33](O[C:33]([O:32][C:29]([CH3:31])([CH3:30])[CH3:28])=[O:34])=[O:34])([CH3:31])[CH3:30].O. The catalyst is C(Cl)Cl.C(OCC)(=O)C. The product is [NH2:1][C:2]1[C:3]([C:4]([O:6][CH2:7][CH3:8])=[O:5])=[CH:9][C:10]([Cl:20])=[C:11]([CH2:13][N:14]2[CH2:15][CH2:16][N:17]([C:33]([O:32][C:29]([CH3:31])([CH3:30])[CH3:28])=[O:34])[CH2:18][CH2:19]2)[CH:12]=1. The yield is 0.860. (8) The reactants are [CH3:13][C:12]([O:11][C:9](O[C:9]([O:11][C:12]([CH3:15])([CH3:14])[CH3:13])=[O:10])=[O:10])([CH3:15])[CH3:14].[NH2:16][C:17]1[CH:18]=[C:19]([CH:22]=[CH:23][C:24]=1[CH3:25])[C:20]#[N:21]. The catalyst is CN(C1C=CN=CC=1)C.C1COCC1. The product is [C:20]([C:19]1[CH:22]=[CH:23][C:24]([CH3:25])=[C:17]([NH:16][C:9](=[O:10])[O:11][C:12]([CH3:13])([CH3:14])[CH3:15])[CH:18]=1)#[N:21]. The yield is 1.00. (9) The reactants are Cl[C:2]1[CH:3]=[C:4]([C:17]2[N:25]=[C:24]([CH3:26])[N:23]=[C:22]3[C:18]=2[N:19]=[CH:20][N:21]3C2CCCCO2)[C:5]([NH:8][C:9]2[CH:10]=[N:11][C:12]([O:15][CH3:16])=[CH:13][CH:14]=2)=[N:6][CH:7]=1.[CH3:33][O:34][C:35]1[CH:42]=[CH:41][C:38]([CH2:39][NH2:40])=[CH:37][CH:36]=1.CC(C)([O-])C.[Na+].C(P(C(C)(C)C)C1C=CC=CC=1C1C(C(C)C)=CC(C(C)C)=CC=1C(C)C)(C)(C)C.Cl. The catalyst is C1COCC1.C([O-])(O)=O.[Na+].CO.C1C=CC(/C=C/C(/C=C/C2C=CC=CC=2)=O)=CC=1.C1C=CC(/C=C/C(/C=C/C2C=CC=CC=2)=O)=CC=1.C1C=CC(/C=C/C(/C=C/C2C=CC=CC=2)=O)=CC=1.[Pd].[Pd]. The product is [CH3:33][O:34][C:35]1[CH:42]=[CH:41][C:38]([CH2:39][NH:40][C:2]2[CH:3]=[C:4]([C:17]3[N:25]=[C:24]([CH3:26])[N:23]=[C:22]4[C:18]=3[N:19]=[CH:20][NH:21]4)[C:5]([NH:8][C:9]3[CH:10]=[N:11][C:12]([O:15][CH3:16])=[CH:13][CH:14]=3)=[N:6][CH:7]=2)=[CH:37][CH:36]=1. The yield is 0.129. (10) The reactants are [Cl:1][C:2]1[CH:7]=[CH:6][C:5]([C:8]2[S:9][C:10]([C:20](=[O:29])[C:21]3[CH:26]=[CH:25][C:24]([O:27][CH3:28])=[CH:23][CH:22]=3)=[CH:11][C:12]=2[CH:13]([CH3:19])[C:14]([O:16]CC)=[O:15])=[CH:4][CH:3]=1.O1CCCC1.[OH-].[Na+]. The catalyst is C(O)C. The product is [Cl:1][C:2]1[CH:3]=[CH:4][C:5]([C:8]2[S:9][C:10]([C:20](=[O:29])[C:21]3[CH:22]=[CH:23][C:24]([O:27][CH3:28])=[CH:25][CH:26]=3)=[CH:11][C:12]=2[CH:13]([CH3:19])[C:14]([OH:16])=[O:15])=[CH:6][CH:7]=1. The yield is 0.950.